Dataset: Forward reaction prediction with 1.9M reactions from USPTO patents (1976-2016). Task: Predict the product of the given reaction. (1) Given the reactants [C:1]([Si:5]([CH3:16])([CH3:15])[O:6][CH2:7][CH2:8][CH2:9][N:10]1[CH:14]=[N:13][CH:12]=[N:11]1)([CH3:4])([CH3:3])[CH3:2].[CH2:17]([Li])CCC.CI.[Cl-].[NH4+], predict the reaction product. The product is: [C:1]([Si:5]([CH3:16])([CH3:15])[O:6][CH2:7][CH2:8][CH2:9][N:10]1[C:14]([CH3:17])=[N:13][CH:12]=[N:11]1)([CH3:2])([CH3:4])[CH3:3]. (2) Given the reactants [CH3:1][O:2][C:3]1[CH:4]=[C:5]([C:15]2[O:16][C:17]3[CH:23]=[CH:22][CH:21]=[CH:20][C:18]=3[N:19]=2)[CH:6]=[CH:7][C:8]=1[CH2:9][N:10]1[CH:14]=[CH:13]N=[N:11]1.Br[CH2:25]C1C=CC(C2OC3C=CC=CC=3N=2)=CC=1OC.N1C=CC=N1, predict the reaction product. The product is: [CH3:1][O:2][C:3]1[CH:4]=[C:5]([C:15]2[O:16][C:17]3[CH:23]=[CH:22][CH:21]=[CH:20][C:18]=3[N:19]=2)[CH:6]=[CH:7][C:8]=1[CH2:9][N:10]1[CH:14]=[CH:13][CH:25]=[N:11]1. (3) Given the reactants C(Cl)(=O)C(Cl)=O.[F:7][C:8]([F:15])([F:14])[C:9](=[CH2:13])[C:10]([OH:12])=[O:11].[C:16](O)([CH3:19])([CH3:18])[CH3:17].N1C=CC=CC=1, predict the reaction product. The product is: [F:7][C:8]([F:15])([F:14])[C:9](=[CH2:13])[C:10]([O:12][C:16]([CH3:19])([CH3:18])[CH3:17])=[O:11].